Dataset: Forward reaction prediction with 1.9M reactions from USPTO patents (1976-2016). Task: Predict the product of the given reaction. (1) Given the reactants [N+](C1C=CC(C[O:9][C:10]([C:12]2[N:13]3[CH:16]([S:17][CH:18]=2)[C:15]([CH:20](OC(=O)C)[C:21]2[CH:32]=[CH:31][C:24]4[N:25]=[C:26]5[N:30]([C:23]=4[CH:22]=2)[CH2:29][CH2:28][S:27]5)(Br)[C:14]3=[O:37])=[O:11])=CC=1)([O-])=O.[H][H], predict the reaction product. The product is: [S:27]1[C:26]2=[N:25][C:24]3[CH:31]=[CH:32][C:21](/[CH:20]=[C:15]4\[C@@H:16]5[N:13]([C:14]\4=[O:37])[C:12]([C:10]([OH:11])=[O:9])=[CH:18][S:17]5)=[CH:22][C:23]=3[N:30]2[CH2:29][CH2:28]1. (2) Given the reactants Br[C:2]1(Br)[C:10]2[C:5](=[C:6]([CH:15]([O:17][CH2:18][C:19]3([C:32]4[CH:37]=[CH:36][C:35]([F:38])=[CH:34][CH:33]=4)[CH2:24][CH2:23][N:22]([C:25]([O:27][C:28]([CH3:31])([CH3:30])[CH3:29])=[O:26])[CH2:21][CH2:20]3)[CH3:16])[CH:7]=[C:8]([C:11]([F:14])([F:13])[F:12])[CH:9]=2)[NH:4][C:3]1=[O:39], predict the reaction product. The product is: [F:38][C:35]1[CH:36]=[CH:37][C:32]([C:19]2([CH2:18][O:17][CH:15]([C:6]3[CH:7]=[C:8]([C:11]([F:13])([F:12])[F:14])[CH:9]=[C:10]4[C:5]=3[NH:4][C:3](=[O:39])[CH2:2]4)[CH3:16])[CH2:24][CH2:23][N:22]([C:25]([O:27][C:28]([CH3:30])([CH3:29])[CH3:31])=[O:26])[CH2:21][CH2:20]2)=[CH:33][CH:34]=1. (3) Given the reactants Cl.[NH2:2][OH:3].[OH-].[K+].NO.[C:8]([O:12][C:13]([N:15]1[CH2:20][CH2:19][C:18]([C:22]([N:24]2[CH2:33][CH2:32][C:31]3[C:26](=[CH:27][CH:28]=[C:29]([C:34](OC)=[O:35])[CH:30]=3)[CH2:25]2)=[O:23])([CH3:21])[CH2:17][CH2:16]1)=[O:14])([CH3:11])([CH3:10])[CH3:9].C(O)(=O)C, predict the reaction product. The product is: [OH:3][NH:2][C:34]([C:29]1[CH:30]=[C:31]2[C:26](=[CH:27][CH:28]=1)[CH2:25][N:24]([C:22]([C:18]1([CH3:21])[CH2:19][CH2:20][N:15]([C:13]([O:12][C:8]([CH3:11])([CH3:10])[CH3:9])=[O:14])[CH2:16][CH2:17]1)=[O:23])[CH2:33][CH2:32]2)=[O:35]. (4) Given the reactants C([O:8][C:9]1[CH:14]=[CH:13][C:12]([C:15]2[CH:20]=[CH:19][C:18]([C:21]3[CH:22]=[C:23]([CH:28]=[CH:29][N:30]=3)[C:24]([O:26][CH3:27])=[O:25])=[CH:17][C:16]=2[C:31]#[N:32])=[CH:11][C:10]=1[C:33]#[N:34])C1C=CC=CC=1.B(O)(O)O.C(C1C=C(C2C=C(C=CN=2)C(OC)=O)C=CC=1OS(C(F)(F)F)(=O)=O)#N.[H][H], predict the reaction product. The product is: [C:31]([C:16]1[CH:17]=[C:18]([C:21]2[CH:22]=[C:23]([CH:28]=[CH:29][N:30]=2)[C:24]([O:26][CH3:27])=[O:25])[CH:19]=[CH:20][C:15]=1[C:12]1[CH:13]=[CH:14][C:9]([OH:8])=[C:10]([C:33]#[N:34])[CH:11]=1)#[N:32]. (5) Given the reactants [C:1]([C:3]1[S:7][C:6]([NH:8][C:9]2[N:14]=[CH:13][N:12]=[C:11]([N:15]3[CH2:20][CH2:19][CH2:18][CH:17]([NH:21]C(=O)C(F)(F)F)[CH2:16]3)[CH:10]=2)=[N:5][CH:4]=1)#[N:2].C(=O)([O-])[O-].[K+].[K+], predict the reaction product. The product is: [NH2:21][CH:17]1[CH2:18][CH2:19][CH2:20][N:15]([C:11]2[N:12]=[CH:13][N:14]=[C:9]([NH:8][C:6]3[S:7][C:3]([C:1]#[N:2])=[CH:4][N:5]=3)[CH:10]=2)[CH2:16]1.